From a dataset of Full USPTO retrosynthesis dataset with 1.9M reactions from patents (1976-2016). Predict the reactants needed to synthesize the given product. (1) Given the product [CH3:13][C:4]1[CH:5]=[C:6]2[CH2:11][CH2:10][O:9][C:8](=[O:12])[C:7]2=[C:2]([C:19]2[O:20][CH:21]=[CH:22][CH:23]=2)[N:3]=1, predict the reactants needed to synthesize it. The reactants are: Cl[C:2]1[N:3]=[C:4]([CH3:13])[CH:5]=[C:6]2[CH2:11][CH2:10][O:9][C:8](=[O:12])[C:7]=12.C([Sn](CCCC)(CCCC)[C:19]1[O:20][CH:21]=[CH:22][CH:23]=1)CCC.[F-].[K+].O. (2) Given the product [O:1]1[C:5]2[CH:6]=[CH:7][C:8]([C:10]3([C:13]([NH:15][C:16]4[CH:17]=[C:18]5[C:22](=[CH:23][CH:24]=4)[NH:21][C:20]([C:25]([OH:27])=[O:26])=[CH:19]5)=[O:14])[CH2:12][CH2:11]3)=[CH:9][C:4]=2[O:3][CH2:2]1, predict the reactants needed to synthesize it. The reactants are: [O:1]1[C:5]2[CH:6]=[CH:7][C:8]([C:10]3([C:13]([NH:15][C:16]4[CH:17]=[C:18]5[C:22](=[CH:23][CH:24]=4)[NH:21][C:20]([C:25]([O:27]CC)=[O:26])=[CH:19]5)=[O:14])[CH2:12][CH2:11]3)=[CH:9][C:4]=2[O:3][CH2:2]1.[Li+].[OH-].Cl. (3) Given the product [CH3:27][O:28][CH2:29][CH:30]([CH3:31])[O:1][C:2]1[CH:3]=[C:4]([O:16][C:17]2[CH:22]=[CH:21][C:20]([S:23]([CH3:26])(=[O:25])=[O:24])=[CH:19][CH:18]=2)[CH:5]=[C:6]2[C:10]=1[NH:9][C:8]([C:11]([O:13][CH2:14][CH3:15])=[O:12])=[CH:7]2, predict the reactants needed to synthesize it. The reactants are: [OH:1][C:2]1[CH:3]=[C:4]([O:16][C:17]2[CH:22]=[CH:21][C:20]([S:23]([CH3:26])(=[O:25])=[O:24])=[CH:19][CH:18]=2)[CH:5]=[C:6]2[C:10]=1[NH:9][C:8]([C:11]([O:13][CH2:14][CH3:15])=[O:12])=[CH:7]2.[CH3:27][O:28][CH2:29][CH:30](O)[CH3:31].C(P(CCCC)CCCC)CCC.N(C(N1CCCCC1)=O)=NC(N1CCCCC1)=O. (4) Given the product [CH3:48][N:49]([CH2:50][C:51]1[N:52]=[C:53]([NH:21][C:22]([C:24]2[CH:25]=[CH:26][C:27]([C:34]3[C:39]([Cl:40])=[C:38]([O:41][CH3:42])[CH:37]=[C:36]([O:43][CH3:44])[C:35]=3[Cl:45])=[C:28]3[C:33]=2[N:32]=[CH:31][CH:30]=[CH:29]3)=[O:23])[NH:54][CH:55]=1)[CH3:59], predict the reactants needed to synthesize it. The reactants are: COC1C=CC(CN2CCN(CC3N=CC([NH:21][C:22]([C:24]4[CH:25]=[CH:26][C:27]([C:34]5[C:39]([Cl:40])=[C:38]([O:41][CH3:42])[CH:37]=[C:36]([O:43][CH3:44])[C:35]=5[Cl:45])=[C:28]5[C:33]=4[N:32]=[CH:31][CH:30]=[CH:29]5)=[O:23])=CC=3)CC2)=CC=1.[CH3:48][N:49]([CH3:59])[CH2:50][C:51]1[N:52]=[C:53]([N+]([O-])=O)[NH:54][CH:55]=1.CO.C1COCC1.CO. (5) Given the product [CH:1]([C:4]1[N:8]=[C:7]([N:9]2[CH2:14][CH2:13][CH:12]([O:15][C:16]3[S:17][C:18]4[CH:24]=[C:23]([C:25]5[CH2:26][CH2:27][N:28]([S:39]([CH2:42][CH2:43][CH2:44][C:45]([O:47][CH3:48])=[O:46])(=[O:41])=[O:40])[CH2:29][CH:30]=5)[CH:22]=[CH:21][C:19]=4[N:20]=3)[CH2:11][CH2:10]2)[O:6][N:5]=1)([CH3:3])[CH3:2], predict the reactants needed to synthesize it. The reactants are: [CH:1]([C:4]1[N:8]=[C:7]([N:9]2[CH2:14][CH2:13][CH:12]([O:15][C:16]3[S:17][C:18]4[CH:24]=[C:23]([C:25]5[CH2:26][CH2:27][NH:28][CH2:29][CH:30]=5)[CH:22]=[CH:21][C:19]=4[N:20]=3)[CH2:11][CH2:10]2)[O:6][N:5]=1)([CH3:3])[CH3:2].C(N(CC)CC)C.Cl[S:39]([CH2:42][CH2:43][CH2:44][C:45]([O:47][CH3:48])=[O:46])(=[O:41])=[O:40]. (6) Given the product [C:39]([OH:42])(=[O:41])[CH3:40].[CH2:1]([O:3][C:4]1[CH:5]=[C:6]([CH:12]([NH:25][C:26]2[CH:27]=[CH:28][C:29]([C:32]([NH2:36])=[NH:33])=[CH:30][CH:31]=2)[C:13]2[NH:14][C:15](=[O:24])[N:16]([C:18]3[N:19]=[CH:20][CH:21]=[CH:22][N:23]=3)[N:17]=2)[CH:7]=[CH:8][C:9]=1[O:10][CH3:11])[CH3:2], predict the reactants needed to synthesize it. The reactants are: [CH2:1]([O:3][C:4]1[CH:5]=[C:6]([CH:12]([NH:25][C:26]2[CH:31]=[CH:30][C:29]([C:32]3[N:36]=C(C)O[N:33]=3)=[CH:28][CH:27]=2)[C:13]2[NH:14][C:15](=[O:24])[N:16]([C:18]3[N:23]=[CH:22][CH:21]=[CH:20][N:19]=3)[N:17]=2)[CH:7]=[CH:8][C:9]=1[O:10][CH3:11])[CH3:2].O.[C:39]([OH:42])(=[O:41])[CH3:40]. (7) Given the product [CH2:31]([N:33]([C:34]1[CH:35]=[C:36]([CH3:40])[CH:37]=[CH:38][CH:39]=1)[C:26]([N:17]1[CH2:16][CH2:15][C:12]2([C:11](=[O:20])[N:10]([C:7]3[CH:8]=[CH:9][C:4]([O:3][C:2]([F:1])([F:21])[F:22])=[CH:5][CH:6]=3)[CH2:14][CH2:13]2)[CH2:19][CH2:18]1)=[O:25])[CH3:32], predict the reactants needed to synthesize it. The reactants are: [F:1][C:2]([F:22])([F:21])[O:3][C:4]1[CH:9]=[CH:8][C:7]([N:10]2[CH2:14][CH2:13][C:12]3([CH2:19][CH2:18][NH:17][CH2:16][CH2:15]3)[C:11]2=[O:20])=[CH:6][CH:5]=1.O=C(Cl)[O:25][C:26](Cl)(Cl)Cl.[CH2:31]([NH:33][C:34]1[CH:35]=[C:36]([CH3:40])[CH:37]=[CH:38][CH:39]=1)[CH3:32]. (8) Given the product [CH3:1][O:2][C:3]1[CH:18]=[C:17]([O:19][CH3:20])[CH:16]=[CH:15][C:4]=1[CH2:5][NH:6][C:7]1[C:12]([CH2:13][NH2:14])=[CH:11][CH:10]=[CH:9][N:8]=1, predict the reactants needed to synthesize it. The reactants are: [CH3:1][O:2][C:3]1[CH:18]=[C:17]([O:19][CH3:20])[CH:16]=[CH:15][C:4]=1[CH2:5][NH:6][C:7]1[C:12]([C:13]#[N:14])=[CH:11][CH:10]=[CH:9][N:8]=1.[H-].[H-].[H-].[H-].[Li+].[Al+3].